From a dataset of Reaction yield outcomes from USPTO patents with 853,638 reactions. Predict the reaction yield, written as a fraction of the theoretical maximum amount of product (1.0 means a 100% yield; for example, 0.34 means a 34% yield). (1) The reactants are [CH:1]1([NH:4][C:5]([NH:7][C:8]2[CH:13]=[CH:12][C:11]([C:14]3[N:15]=[C:16]([N:24]4[CH2:29][CH2:28][O:27][CH2:26][C@@H:25]4[CH3:30])[C:17]4[CH2:23][CH2:22][NH:21][CH2:20][C:18]=4[N:19]=3)=[C:10]([F:31])[CH:9]=2)=[O:6])[CH2:3][CH2:2]1.[CH:32]([N:35]=[C:36]=[O:37])([CH3:34])[CH3:33]. The catalyst is CN(C=O)C. The product is [CH:1]1([NH:4][C:5](=[O:6])[NH:7][C:8]2[CH:13]=[CH:12][C:11]([C:14]3[N:15]=[C:16]([N:24]4[CH2:29][CH2:28][O:27][CH2:26][C@@H:25]4[CH3:30])[C:17]4[CH2:23][CH2:22][N:21]([C:36]([NH:35][CH:32]([CH3:34])[CH3:33])=[O:37])[CH2:20][C:18]=4[N:19]=3)=[C:10]([F:31])[CH:9]=2)[CH2:2][CH2:3]1. The yield is 0.520. (2) The reactants are [CH2:1]([O:3][C:4]1[C:9]2[C:10]([CH3:16])=[C:11]([C:13]([OH:15])=O)[O:12][C:8]=2[CH:7]=[CH:6][CH:5]=1)[CH3:2].[CH3:17]N(C=O)C.[CH3:22][O:23][C:24](=[O:46])[C@@H:25]([NH:29][S:30]([C:33]1[CH:38]=[CH:37][C:36]([C:39]2[CH:44]=[CH:43][C:42]([NH2:45])=[CH:41][CH:40]=2)=[CH:35][CH:34]=1)(=[O:32])=[O:31])[CH:26]([CH3:28])[CH3:27].N1C=CC=CC=1. The catalyst is C(Cl)(=O)C(Cl)=O. The product is [CH3:22][O:23][C:24](=[O:46])[C@@H:25]([NH:29][S:30]([C:33]1[CH:38]=[CH:37][C:36]([C:39]2[CH:40]=[CH:41][C:42]([NH:45][C:13]([C:11]3[O:12][C:8]4[CH:7]=[CH:6][CH:5]=[C:4]([O:3][CH2:1][CH2:2][CH3:17])[C:9]=4[C:10]=3[CH3:16])=[O:15])=[CH:43][CH:44]=2)=[CH:35][CH:34]=1)(=[O:32])=[O:31])[CH:26]([CH3:28])[CH3:27]. The yield is 0.570.